Dataset: Full USPTO retrosynthesis dataset with 1.9M reactions from patents (1976-2016). Task: Predict the reactants needed to synthesize the given product. (1) Given the product [CH3:1][O:2][C:3]1[CH:4]=[C:5]([C:11]#[C:12][C:13]2[CH:14]=[N:15][C:16]([NH:19][C:20]3[C:25]([NH2:26])=[CH:24][CH:23]=[CH:22][C:21]=3[CH3:29])=[N:17][CH:18]=2)[CH:6]=[C:7]([O:9][CH3:10])[CH:8]=1, predict the reactants needed to synthesize it. The reactants are: [CH3:1][O:2][C:3]1[CH:4]=[C:5]([C:11]#[C:12][C:13]2[CH:14]=[N:15][C:16]([NH:19][C:20]3[C:25]([N+:26]([O-])=O)=[CH:24][CH:23]=[CH:22][C:21]=3[CH3:29])=[N:17][CH:18]=2)[CH:6]=[C:7]([O:9][CH3:10])[CH:8]=1.[Cl-].[NH4+]. (2) Given the product [CH:11]1([CH2:13][N:14]=[CH:8][C:6]2[CH:5]=[CH:4][N:3]=[C:2]([NH2:1])[N:7]=2)[CH2:12][CH2:10]1, predict the reactants needed to synthesize it. The reactants are: [NH2:1][C:2]1[N:7]=[C:6]([CH:8]=O)[CH:5]=[CH:4][N:3]=1.[CH2:10]1[CH2:12][CH:11]1[CH2:13][NH2:14]. (3) Given the product [C:1]([O:6][CH:7]([CH3:10])[CH2:8][O:15][CH3:11])(=[O:5])[CH3:2].[C:1]([O:6][C:7]([CH3:10])([CH3:9])[CH3:8])(=[O:5])[C:2]([CH3:4])=[CH2:3].[C:11]([O:16][CH2:17][CH:18]1[O:20][CH2:19]1)(=[O:15])[C:12]([CH3:14])=[CH2:13].[C:21]([O:26][CH2:27][C:28]1[CH:29]=[CH:30][CH:31]=[CH:32][CH:33]=1)(=[O:25])[C:22]([CH3:24])=[CH2:23], predict the reactants needed to synthesize it. The reactants are: [C:1]([O:6][C:7]([CH3:10])([CH3:9])[CH3:8])(=[O:5])[C:2]([CH3:4])=[CH2:3].[C:11]([O:16][CH2:17][CH:18]1[O:20][CH2:19]1)(=[O:15])[C:12]([CH3:14])=[CH2:13].[C:21]([O:26][CH2:27][C:28]1[CH:33]=[CH:32][CH:31]=[CH:30][CH:29]=1)(=[O:25])[C:22]([CH3:24])=[CH2:23].N(C(C)(CC)C([O-])=O)=NC(C)(CC)C([O-])=O. (4) Given the product [Cl:8][C:6]1[N:5]=[CH:4][N:3]=[C:2]([NH:22][C:21]2[CH:20]=[C:19]([F:18])[C:25]([N:26]3[CH2:27][CH2:28][N:29]([CH:32]4[CH2:33][O:34][CH2:35]4)[CH2:30][CH2:31]3)=[C:24]([F:36])[CH:23]=2)[N:7]=1, predict the reactants needed to synthesize it. The reactants are: Cl[C:2]1[N:7]=[C:6]([Cl:8])[N:5]=[CH:4][N:3]=1.C(N(CC)C(C)C)(C)C.[F:18][C:19]1[CH:20]=[C:21]([CH:23]=[C:24]([F:36])[C:25]=1[N:26]1[CH2:31][CH2:30][N:29]([CH:32]2[CH2:35][O:34][CH2:33]2)[CH2:28][CH2:27]1)[NH2:22].